Dataset: Forward reaction prediction with 1.9M reactions from USPTO patents (1976-2016). Task: Predict the product of the given reaction. (1) Given the reactants [C:1]([O:12][CH3:13])(=[O:11])[C:2]1[CH:10]=[CH:9][C:5]([C:6]([O-:8])=O)=[CH:4][CH:3]=1.[CH:14]1[CH:19]=[C:18]([S:20][S:20][C:18]2[N:17]=[CH:16][CH:15]=[CH:14][CH:19]=2)[N:17]=[CH:16][CH:15]=1.C1(P(C2C=CC=CC=2)C2C=CC=CC=2)C=CC=CC=1, predict the reaction product. The product is: [N:17]1[CH:16]=[CH:15][CH:14]=[CH:19][C:18]=1[S:20][C:6]([C:5]1[CH:4]=[CH:3][C:2]([C:1]([O:12][CH3:13])=[O:11])=[CH:10][CH:9]=1)=[O:8]. (2) Given the reactants P(Cl)(Cl)Cl.O[CH2:6][CH:7]=[C:8]([CH2:10][CH2:11][CH:12]=[C:13]([CH2:15][CH2:16][CH:17]=[C:18]([CH3:20])[CH3:19])[CH3:14])[CH3:9].P(Cl)(Cl)[Cl:22].CN(C=O)C.C([O-])(O)=O.[Na+], predict the reaction product. The product is: [Cl:22][CH2:6][CH:7]=[C:8]([CH3:9])[CH2:10][CH2:11][CH:12]=[C:13]([CH3:14])[CH2:15][CH2:16][CH:17]=[C:18]([CH3:20])[CH3:19]. (3) The product is: [Cl:1][C:2]1[CH:10]=[CH:9][CH:8]=[C:7]2[C:3]=1[C:4]([I:11])=[N:5][N:6]2[C:15]([C:14]1[C:18]([C:22]([F:23])([F:24])[F:25])=[CH:19][CH:20]=[CH:21][C:13]=1[Cl:12])=[O:16]. Given the reactants [Cl:1][C:2]1[CH:10]=[CH:9][CH:8]=[C:7]2[C:3]=1[C:4]([I:11])=[N:5][NH:6]2.[Cl:12][C:13]1[CH:21]=[CH:20][CH:19]=[C:18]([C:22]([F:25])([F:24])[F:23])[C:14]=1[C:15](Cl)=[O:16].C(Cl)Cl.CCN(CC)CC, predict the reaction product. (4) Given the reactants [N:1]1([CH2:6][C:7]2[N:12]=[C:11]([NH:13]C(=O)OC(C)(C)C)[CH:10]=[CH:9][CH:8]=2)[CH2:5][CH2:4][CH2:3][CH2:2]1.FC(F)(F)C(O)=O, predict the reaction product. The product is: [N:1]1([CH2:6][C:7]2[N:12]=[C:11]([NH2:13])[CH:10]=[CH:9][CH:8]=2)[CH2:5][CH2:4][CH2:3][CH2:2]1. (5) Given the reactants Cl[C:2]1[N:11]=[C:10]([NH:12][CH2:13][C:14]2[CH:19]=[CH:18][C:17]([NH:20][C:21](=[O:29])[C:22]3[CH:27]=[CH:26][C:25]([F:28])=[CH:24][CH:23]=3)=[CH:16][CH:15]=2)[C:9]2[C:4](=[CH:5][CH:6]=[CH:7][CH:8]=2)[N:3]=1.[NH2:30][CH2:31][C:32]([O:34][C:35]([CH3:38])([CH3:37])[CH3:36])=[O:33], predict the reaction product. The product is: [F:28][C:25]1[CH:26]=[CH:27][C:22]([C:21]([NH:20][C:17]2[CH:18]=[CH:19][C:14]([CH2:13][NH:12][C:10]3[C:9]4[C:4](=[CH:5][CH:6]=[CH:7][CH:8]=4)[N:3]=[C:2]([NH:30][CH2:31][C:32]([O:34][C:35]([CH3:38])([CH3:37])[CH3:36])=[O:33])[N:11]=3)=[CH:15][CH:16]=2)=[O:29])=[CH:23][CH:24]=1. (6) Given the reactants C1C2C3C(C=CC=2OCC=1)=CC=CC=3.N1C=C[CH:17]=N1.O1C2C(=CC=C3C=CC4SC=CC=4C3=2)C=CC1.OC1C2C(=CC=CC=2)C=CC=1C(=O)C.[P].[S].[Br:53][C:54]1[CH:55]=[CH:56][C:57]([OH:63])=[C:58]([C:60](=[O:62])[CH3:61])[CH:59]=1.[N:64]1[CH:69]=CC=C[CH:65]=1, predict the reaction product. The product is: [Br:53][C:54]1[CH:55]=[CH:56][C:57]([OH:63])=[C:58]([C:60](=[O:62])/[CH:61]=[CH:65]/[N:64]([CH3:69])[CH3:17])[CH:59]=1.